Task: Predict the reaction yield, written as a fraction of the theoretical maximum amount of product (1.0 means a 100% yield; for example, 0.34 means a 34% yield).. Dataset: Reaction yield outcomes from USPTO patents with 853,638 reactions (1) The reactants are [NH:1]1[C:9]2[C:4](=[CH:5][CH:6]=[CH:7][CH:8]=2)[C:3]([CH:10]=[O:11])=[CH:2]1.[OH-].[K+].[C:14]1([S:20](Cl)(=[O:22])=[O:21])[CH:19]=[CH:18][CH:17]=[CH:16][CH:15]=1. The catalyst is C(O)C. The product is [C:14]1([S:20]([N:1]2[C:9]3[C:4](=[CH:5][CH:6]=[CH:7][CH:8]=3)[C:3]([CH:10]=[O:11])=[CH:2]2)(=[O:22])=[O:21])[CH:19]=[CH:18][CH:17]=[CH:16][CH:15]=1. The yield is 0.330. (2) The reactants are [CH2:1]([CH:3]([CH2:16][CH3:17])[C:4]([C:6]1[S:7][C:8]2[CH:15]=[CH:14][CH:13]=[CH:12][C:9]=2[C:10]=1[CH3:11])=O)[CH3:2].[NH2:18][C:19]1[CH:28]=[CH:27][C:22]([C:23]([O:25][CH3:26])=[O:24])=[CH:21][CH:20]=1.C(=O)([O-])O.[Na+].C([BH3-])#N.[Na+]. The catalyst is C(Cl)Cl.O1CCCC1.[Ti](Cl)(Cl)(Cl)Cl.C(O)(=O)C.C(N(CC)CC)C. The product is [CH2:1]([CH:3]([CH2:16][CH3:17])[CH:4]([NH:18][C:19]1[CH:20]=[CH:21][C:22]([C:23]([O:25][CH3:26])=[O:24])=[CH:27][CH:28]=1)[C:6]1[S:7][C:8]2[CH:15]=[CH:14][CH:13]=[CH:12][C:9]=2[C:10]=1[CH3:11])[CH3:2]. The yield is 0.230. (3) The reactants are [CH3:1][C:2]1[C:6]2[C:7](=[O:18])[N:8]([CH2:11][CH2:12][N:13]3[CH2:17][CH2:16][CH2:15][CH2:14]3)[CH2:9][CH2:10][C:5]=2[NH:4][C:3]=1[CH:19]=O.[F:21][C:22]1[CH:23]=[C:24]2[C:28](=[CH:29][C:30]=1[NH:31][C:32](=[O:35])[CH2:33][OH:34])[NH:27][C:26](=[O:36])[CH2:25]2. No catalyst specified. The product is [F:21][C:22]1[CH:23]=[C:24]2[C:28](=[CH:29][C:30]=1[NH:31][C:32](=[O:35])[CH2:33][OH:34])[NH:27][C:26](=[O:36])[C:25]2=[CH:19][C:3]1[NH:4][C:5]2[CH2:10][CH2:9][N:8]([CH2:11][CH2:12][N:13]3[CH2:14][CH2:15][CH2:16][CH2:17]3)[C:7](=[O:18])[C:6]=2[C:2]=1[CH3:1]. The yield is 0.430. (4) The reactants are [CH:1]([C:3]1[CH:8]=[CH:7][C:6]([N:9]2[CH:13]=[N:12][CH:11]=[N:10]2)=[CH:5][CH:4]=1)=[CH2:2].[Li][CH2:15]CCC.CI. The catalyst is C1COCC1. The product is [CH3:15][C:13]1[N:9]([C:6]2[CH:5]=[CH:4][C:3]([CH:1]=[CH2:2])=[CH:8][CH:7]=2)[N:10]=[CH:11][N:12]=1. The yield is 0.460. (5) The reactants are COC(=O)NC(C(N1CCCC1C1NC(C2C=CC(C3C=CC(C4NC(C5CCCN5[C:46](=[O:56])[CH:47]([NH:51][C:52]([O:54][CH3:55])=[O:53])[CH:48]([CH3:50])[CH3:49])=NC=4)=CC=3)=CC=2)=CN=1)=O)CCC(F)(F)F.[CH3:58][O:59][C:60](=[O:105])[NH:61][CH:62]([C:71]([N:73]1[CH2:77][CH2:76][CH2:75][CH:74]1[C:78]1[NH:79][C:80]([C:83]2[CH:88]=[CH:87][C:86]([C:89]3[CH:94]=[CH:93][C:92]([C:95]4[NH:96][C:97]([CH:100]5[CH2:104][CH2:103][CH2:102][NH:101]5)=[N:98][CH:99]=4)=[CH:91][CH:90]=3)=[CH:85][CH:84]=2)=[CH:81][N:82]=1)=[O:72])[CH2:63][CH2:64][O:65][CH2:66][C:67]([F:70])([F:69])[F:68]. No catalyst specified. The product is [CH3:55][O:54][C:52](=[O:53])[NH:51][CH:47]([C:46]([N:101]1[CH2:102][CH2:103][CH2:104][CH:100]1[C:97]1[NH:96][C:95]([C:92]2[CH:93]=[CH:94][C:89]([C:86]3[CH:87]=[CH:88][C:83]([C:80]4[NH:79][C:78]([CH:74]5[CH2:75][CH2:76][CH2:77][N:73]5[C:71](=[O:72])[CH:62]([NH:61][C:60]([O:59][CH3:58])=[O:105])[CH2:63][CH2:64][O:65][CH2:66][C:67]([F:70])([F:68])[F:69])=[N:82][CH:81]=4)=[CH:84][CH:85]=3)=[CH:90][CH:91]=2)=[CH:99][N:98]=1)=[O:56])[CH:48]([CH3:50])[CH3:49]. The yield is 0.450.